From a dataset of Full USPTO retrosynthesis dataset with 1.9M reactions from patents (1976-2016). Predict the reactants needed to synthesize the given product. Given the product [F:16][C:17]1[CH:25]=[CH:24][C:23]([CH:26]=[O:27])=[CH:22][C:18]=1[C:19]([N:1]1[CH2:4][CH:3]([NH:5][C:6](=[O:15])[O:7][CH2:8][C:9]2[CH:10]=[CH:11][CH:12]=[CH:13][CH:14]=2)[CH2:2]1)=[O:20], predict the reactants needed to synthesize it. The reactants are: [NH:1]1[CH2:4][CH:3]([NH:5][C:6](=[O:15])[O:7][CH2:8][C:9]2[CH:14]=[CH:13][CH:12]=[CH:11][CH:10]=2)[CH2:2]1.[F:16][C:17]1[CH:25]=[CH:24][C:23]([CH:26]=[O:27])=[CH:22][C:18]=1[C:19](O)=[O:20].F[P-](F)(F)(F)(F)F.N1(OC(N(C)C)=[N+](C)C)C2C=CC=CC=2N=N1.C(N(CC)C(C)C)(C)C.